From a dataset of Full USPTO retrosynthesis dataset with 1.9M reactions from patents (1976-2016). Predict the reactants needed to synthesize the given product. (1) Given the product [C:11]([C:9]1[O:10][C:6]([C:4]2[C:3]3[C:2](=[CH:17][CH:16]=[CH:15][CH:14]=3)[N:31]([CH2:30][CH2:29][C:23]3[CH:28]=[CH:27][CH:26]=[CH:25][CH:24]=3)[N:32]=2)=[CH:7][CH:8]=1)([OH:13])=[O:12], predict the reactants needed to synthesize it. The reactants are: F[C:2]1[CH:17]=[CH:16][CH:15]=[CH:14][C:3]=1[C:4]([C:6]1[O:10][C:9]([C:11]([OH:13])=[O:12])=[CH:8][CH:7]=1)=O.S([O-])([O-])(=O)=O.[C:23]1([CH2:29][CH2:30][NH2+:31][NH2:32])[CH:28]=[CH:27][CH:26]=[CH:25][CH:24]=1.[C:23]1([CH2:29][CH2:30][NH2+:31][NH2:32])[CH:28]=[CH:27][CH:26]=[CH:25][CH:24]=1.C([O-])(=O)C.[Na+].CC(C)([O-])C.[K+]. (2) Given the product [NH:1]1[C:5]2[CH:6]=[CH:7][CH:8]=[C:9]([N:10]3[C:14]4=[N:15][CH:16]=[N:17][C:18]([NH:19]/[N:20]=[CH:28]/[C:27]5[CH:30]=[CH:31][C:24]([C:21]([OH:23])=[O:22])=[CH:25][CH:26]=5)=[C:13]4[CH:12]=[N:11]3)[C:4]=2[N:3]=[CH:2]1, predict the reactants needed to synthesize it. The reactants are: [NH:1]1[C:5]2[CH:6]=[CH:7][CH:8]=[C:9]([N:10]3[C:14]4=[N:15][CH:16]=[N:17][C:18]([NH:19][NH2:20])=[C:13]4[CH:12]=[N:11]3)[C:4]=2[N:3]=[CH:2]1.[C:21]([C:24]1[CH:31]=[CH:30][C:27]([CH:28]=O)=[CH:26][CH:25]=1)([OH:23])=[O:22].COC1N=C(N2C3=NC=NC(NN=CC4C=CN=CC=4)=C3C=N2)C=CC=1. (3) Given the product [S:1]([O-:5])([O-:4])(=[O:3])=[O:2].[Al+3:6].[S:7]([O-:11])([O-:10])(=[O:9])=[O:8].[S:12]([O-:16])([O-:15])(=[O:14])=[O:13].[Al+3:6].[C:18](=[O:19])([O-:21])[O-:20].[Na+:22].[Na+:22], predict the reactants needed to synthesize it. The reactants are: [S:1]([O-:5])([O-:4])(=[O:3])=[O:2].[Al+3:6].[S:7]([O-:11])([O-:10])(=[O:9])=[O:8].[S:12]([O-:16])([O-:15])(=[O:14])=[O:13].[Al+3].[C:18](=[O:21])([O-:20])[O-:19].[Na+:22].[Na+]. (4) The reactants are: [C:1]([C:4]1[C:5](=[O:16])[NH:6][C:7]2[C:12]([C:13]=1O)=[CH:11][C:10]([F:15])=[CH:9][CH:8]=2)(=O)[CH3:2].O.[NH2:18][NH2:19]. Given the product [F:15][C:10]1[CH:9]=[CH:8][C:7]2[NH:6][C:5](=[O:16])[C:4]3=[C:1]([CH3:2])[NH:18][N:19]=[C:13]3[C:12]=2[CH:11]=1, predict the reactants needed to synthesize it.